From a dataset of Reaction yield outcomes from USPTO patents with 853,638 reactions. Predict the reaction yield, written as a fraction of the theoretical maximum amount of product (1.0 means a 100% yield; for example, 0.34 means a 34% yield). (1) The reactants are [O:1]([C:8]1[CH:9]=[C:10]([CH:26]=[CH:27][CH:28]=1)[CH2:11][O:12][C:13]12[CH2:19][C:16]([CH2:20][CH2:21][CH2:22][C:23](O)=[O:24])([CH2:17][CH2:18]1)[CH2:15][CH2:14]2)[C:2]1[CH:7]=[CH:6][CH:5]=[CH:4][CH:3]=1.CN.C[CH2:32][N:33]=C=NCCCN(C)C. The catalyst is CCO.C(Cl)Cl.CN(C1C=CN=CC=1)C. The product is [CH3:32][NH:33][C:23](=[O:24])[CH2:22][CH2:21][CH2:20][C:16]12[CH2:19][C:13]([O:12][CH2:11][C:10]3[CH:26]=[CH:27][CH:28]=[C:8]([O:1][C:2]4[CH:7]=[CH:6][CH:5]=[CH:4][CH:3]=4)[CH:9]=3)([CH2:18][CH2:17]1)[CH2:14][CH2:15]2. The yield is 0.880. (2) The reactants are C([O:3][C:4](=O)[CH2:5][O:6][C:7]1[CH:12]=[CH:11][C:10]([CH2:13][CH2:14][CH2:15][CH2:16][NH:17][C:18]([O:20][CH2:21][C:22]2[CH:27]=[CH:26][CH:25]=[CH:24][CH:23]=2)=[O:19])=[CH:9][CH:8]=1)C.[CH3:29][NH:30][CH3:31]. No catalyst specified. The product is [CH2:21]([O:20][C:18](=[O:19])[NH:17][CH2:16][CH2:15][CH2:14][CH2:13][C:10]1[CH:11]=[CH:12][C:7]([O:6][CH2:5][C:4](=[O:3])[N:30]([CH3:31])[CH3:29])=[CH:8][CH:9]=1)[C:22]1[CH:27]=[CH:26][CH:25]=[CH:24][CH:23]=1. The yield is 0.520.